This data is from Forward reaction prediction with 1.9M reactions from USPTO patents (1976-2016). The task is: Predict the product of the given reaction. The product is: [CH3:25][O:24][C:21]1[CH:22]=[CH:23][C:14]([C:8]2[CH:9]([CH3:13])[CH2:10][C:11](=[O:12])[N:6]([CH2:5][CH2:4][CH2:3][CH2:2][O:27][C:28]3[CH:29]=[CH:30][C:31]([C:34]4[CH:35]([CH3:41])[CH2:36][C:37](=[O:40])[NH:38][N:39]=4)=[CH:32][CH:33]=3)[N:7]=2)=[C:15]2[C:20]=1[N:19]=[C:18]([CH3:26])[CH:17]=[CH:16]2. Given the reactants Br[CH2:2][CH2:3][CH2:4][CH2:5][N:6]1[C:11](=[O:12])[CH2:10][CH:9]([CH3:13])[C:8]([C:14]2[CH:23]=[CH:22][C:21]([O:24][CH3:25])=[C:20]3[C:15]=2[CH:16]=[CH:17][C:18]([CH3:26])=[N:19]3)=[N:7]1.[OH:27][C:28]1[CH:33]=[CH:32][C:31]([C:34]2[CH:35]([CH3:41])[CH2:36][C:37](=[O:40])[NH:38][N:39]=2)=[CH:30][CH:29]=1.C(=O)([O-])[O-].[K+].[K+].O, predict the reaction product.